Dataset: Full USPTO retrosynthesis dataset with 1.9M reactions from patents (1976-2016). Task: Predict the reactants needed to synthesize the given product. (1) Given the product [CH3:9][O:10][C:11]1[C:70]([O:71][CH2:72][CH2:73][CH2:74][CH2:75][CH2:76][O:77][C:78]2[C:79]([O:115][CH3:116])=[CH:80][C:81]3[C:87](=[O:88])[N:86]4[CH:89]=[C:90]([C:92]5[CH:97]=[CH:96][C:95]([N:98]6[CH2:103][CH2:102][N:101]([CH3:104])[CH2:100][CH2:99]6)=[CH:94][CH:93]=5)[CH2:91][C@H:85]4[CH:84]=[N:83][C:82]=3[CH:114]=2)=[CH:69][C:14]2[N:15]=[CH:16][C@@H:17]3[CH2:23][C:22]([C:24]4[CH:29]=[CH:28][C:27]([NH:30][C:31](=[O:59])[C@@H:32]([NH:34][C:35](=[O:58])[C@@H:36]([NH:40][C:41](=[O:57])[O:42][CH2:43][CH:44]5[C:56]6[CH:55]=[CH:54][CH:53]=[CH:52][C:51]=6[C:50]6[C:45]5=[CH:46][CH:47]=[CH:48][CH:49]=6)[CH:37]([CH3:39])[CH3:38])[CH3:33])=[CH:26][CH:25]=4)=[CH:21][N:18]3[C:19](=[O:20])[C:13]=2[CH:12]=1, predict the reactants needed to synthesize it. The reactants are: [Li+].[B-](CC)(CC)CC.[CH3:9][O:10][C:11]1[C:70]([O:71][CH2:72][CH2:73][CH2:74][CH2:75][CH2:76][O:77][C:78]2[C:79]([O:115][CH3:116])=[CH:80][C:81]3[C:87](=[O:88])[N:86]4[CH:89]=[C:90]([C:92]5[CH:97]=[CH:96][C:95]([N:98]6[CH2:103][CH2:102][N:101]([CH3:104])[CH2:100][CH2:99]6)=[CH:94][CH:93]=5)[CH2:91][C@H:85]4[C:84](=O)[N:83](COCC[Si](C)(C)C)[C:82]=3[CH:114]=2)=[CH:69][C:14]2[N:15](COCC[Si](C)(C)C)[C:16](=O)[C@@H:17]3[CH2:23][C:22]([C:24]4[CH:29]=[CH:28][C:27]([NH:30][C:31](=[O:59])[C@@H:32]([NH:34][C:35](=[O:58])[C@@H:36]([NH:40][C:41](=[O:57])[O:42][CH2:43][CH:44]5[C:56]6[CH:55]=[CH:54][CH:53]=[CH:52][C:51]=6[C:50]6[C:45]5=[CH:46][CH:47]=[CH:48][CH:49]=6)[CH:37]([CH3:39])[CH3:38])[CH3:33])=[CH:26][CH:25]=4)=[CH:21][N:18]3[C:19](=[O:20])[C:13]=2[CH:12]=1.C(Cl)Cl. (2) Given the product [NH:5]1[CH2:10][CH2:9][CH2:8][CH:7]([C:11]2[C:19]3[C:14](=[N:15][CH:16]=[CH:17][CH:18]=3)[NH:13][CH:12]=2)[CH2:6]1, predict the reactants needed to synthesize it. The reactants are: C(Cl)(=O)C.[NH:5]1[CH2:10][CH2:9][CH:8]=[C:7]([C:11]2[C:19]3[C:14](=[N:15][CH:16]=[CH:17][CH:18]=3)[NH:13][CH:12]=2)[CH2:6]1. (3) Given the product [C:36]([NH:35][C:33]1[S:32][C:30]2[C:29]([N:34]=1)=[CH:28][CH:27]=[C:26]([O:25][C:24]1[CH:39]=[CH:40][C:41]([F:42])=[C:22]([NH:21][C:4](=[O:6])[C:3]3[CH:7]=[CH:8][CH:9]=[C:10]([C:11]([C:14]#[N:15])([CH3:13])[CH3:12])[C:2]=3[Cl:1])[CH:23]=1)[N:31]=2)(=[O:38])[CH3:37], predict the reactants needed to synthesize it. The reactants are: [Cl:1][C:2]1[C:10]([C:11]([C:14]#[N:15])([CH3:13])[CH3:12])=[CH:9][CH:8]=[CH:7][C:3]=1[C:4]([OH:6])=O.CN(C)C=O.[NH2:21][C:22]1[CH:23]=[C:24]([CH:39]=[CH:40][C:41]=1[F:42])[O:25][C:26]1[N:31]=[C:30]2[S:32][C:33]([NH:35][C:36](=[O:38])[CH3:37])=[N:34][C:29]2=[CH:28][CH:27]=1.O. (4) Given the product [CH3:17][C:16]1[O:15][N:14]=[C:13]([C:18]2[CH:19]=[CH:20][CH:21]=[CH:22][CH:23]=2)[C:12]=1[CH2:11][O:10][C:6]1[CH:5]=[C:4]([CH:9]=[CH:8][N:7]=1)[C:3]([OH:24])=[O:2], predict the reactants needed to synthesize it. The reactants are: C[O:2][C:3](=[O:24])[C:4]1[CH:9]=[CH:8][N:7]=[C:6]([O:10][CH2:11][C:12]2[C:13]([C:18]3[CH:23]=[CH:22][CH:21]=[CH:20][CH:19]=3)=[N:14][O:15][C:16]=2[CH3:17])[CH:5]=1.O.[OH-].[Li+].Cl. (5) Given the product [CH2:10]([OH:12])[CH2:9][CH2:8][CH2:7][CH3:6].[CH3:42][CH:41]([C@H:43]([CH2:59][C@H:60]([NH2:78])[C@@H:61]([OH:77])[CH2:62][C@H:63]([C:67]([NH:69][CH2:70][C:71]([C:74]([NH2:76])=[O:75])([CH3:72])[CH3:73])=[O:68])[CH:64]([CH3:65])[CH3:66])[CH2:44][C:45]1[CH:46]=[CH:47][C:48]([O:57][CH3:58])=[C:49]([O:51][CH2:52][CH2:53][CH2:54][O:55][CH3:56])[CH:50]=1)[CH3:40].[CH3:3][CH:2]([C@H:4]([CH2:20][C@H:21]([NH2:39])[C@@H:22]([OH:38])[CH2:23][C@H:24]([C:28]([NH:30][CH2:31][C:32]([C:35]([NH2:37])=[O:36])([CH3:33])[CH3:34])=[O:29])[CH:25]([CH3:26])[CH3:27])[CH2:5][C:6]1[CH:7]=[CH:8][C:9]([O:18][CH3:19])=[C:10]([O:12][CH2:13][CH2:14][CH2:15][O:16][CH3:17])[CH:11]=1)[CH3:1].[CH:79](/[C:84]([OH:86])=[O:85])=[CH:80]\[C:81]([OH:83])=[O:82], predict the reactants needed to synthesize it. The reactants are: [CH3:1][CH:2]([C@H:4]([CH2:20][C@H:21]([NH2:39])[C@@H:22]([OH:38])[CH2:23][C@H:24]([C:28]([NH:30][CH2:31][C:32]([C:35]([NH2:37])=[O:36])([CH3:34])[CH3:33])=[O:29])[CH:25]([CH3:27])[CH3:26])[CH2:5][C:6]1[CH:7]=[CH:8][C:9]([O:18][CH3:19])=[C:10]([O:12][CH2:13][CH2:14][CH2:15][O:16][CH3:17])[CH:11]=1)[CH3:3].[CH3:40][CH:41]([C@H:43]([CH2:59][C@H:60]([NH2:78])[C@@H:61]([OH:77])[CH2:62][C@H:63]([C:67]([NH:69][CH2:70][C:71]([C:74]([NH2:76])=[O:75])([CH3:73])[CH3:72])=[O:68])[CH:64]([CH3:66])[CH3:65])[CH2:44][C:45]1[CH:46]=[CH:47][C:48]([O:57][CH3:58])=[C:49]([O:51][CH2:52][CH2:53][CH2:54][O:55][CH3:56])[CH:50]=1)[CH3:42].[CH:79](/[C:84]([OH:86])=[O:85])=[CH:80]\[C:81]([OH:83])=[O:82]. (6) The reactants are: [CH3:1][CH:2]([NH:13][C:14]1[CH:19]=[CH:18][C:17]([N:20]2[CH:24]=[C:23]([C:25]([O:27][CH2:28][CH3:29])=[O:26])[N:22]=[CH:21]2)=[CH:16][CH:15]=1)[CH2:3][C:4]([NH:6][C:7]([O:9][CH:10]([CH3:12])[CH3:11])=[O:8])=O.[BH4-].[Na+].[Cl-].[Mg+2].[Cl-].C(O)(=O)CC(CC(O)=O)(C(O)=O)O.Cl. Given the product [CH3:1][C@H:2]1[CH2:3][C@@H:4]([NH:6][C:7]([O:9][CH:10]([CH3:12])[CH3:11])=[O:8])[C:19]2[C:14](=[CH:15][CH:16]=[C:17]([N:20]3[CH:24]=[C:23]([C:25]([O:27][CH2:28][CH3:29])=[O:26])[N:22]=[CH:21]3)[CH:18]=2)[NH:13]1, predict the reactants needed to synthesize it. (7) Given the product [F:1][C:2]1[CH:3]=[CH:4][C:5]([C:8]#[C:9][CH2:10][N:11]2[CH:15]=[C:14]([C:16]3[NH:24][C:23]4[C:22](=[O:33])[N:21]([CH2:34][CH2:35][CH3:36])[C:20]([N:37]5[CH2:38][CH2:39][CH2:40][CH2:41]5)=[N:19][C:18]=4[N:17]=3)[CH:13]=[N:12]2)=[CH:6][CH:7]=1, predict the reactants needed to synthesize it. The reactants are: [F:1][C:2]1[CH:7]=[CH:6][C:5]([C:8]#[C:9][CH2:10][N:11]2[CH:15]=[C:14]([C:16]3[N:24](COCC[Si](C)(C)C)[C:23]4[C:22](=[O:33])[N:21]([CH2:34][CH2:35][CH3:36])[C:20]([N:37]5[CH2:41][CH2:40][CH2:39][CH2:38]5)=[N:19][C:18]=4[N:17]=3)[CH:13]=[N:12]2)=[CH:4][CH:3]=1.Cl.